From a dataset of Catalyst prediction with 721,799 reactions and 888 catalyst types from USPTO. Predict which catalyst facilitates the given reaction. (1) Reactant: [S:1]1[C:5]2[CH:6]=[CH:7][CH:8]=[CH:9][C:4]=2[C:3]([N:10]2[CH2:15][CH2:14][N:13]([CH2:16][CH2:17][C:18]3[CH:19]=[C:20]4[C:24](=[CH:25][CH:26]=3)[C:23]([CH3:28])([CH3:27])[CH:22]([NH:29][CH3:30])[C:21]4([CH3:32])[CH3:31])[CH2:12][CH2:11]2)=[N:2]1.C(O[C:37](=[O:39])[CH3:38])(=O)C.C(N(CC)CC)C. The catalyst class is: 2. Product: [S:1]1[C:5]2[CH:6]=[CH:7][CH:8]=[CH:9][C:4]=2[C:3]([N:10]2[CH2:15][CH2:14][N:13]([CH2:16][CH2:17][C:18]3[CH:19]=[C:20]4[C:24](=[CH:25][CH:26]=3)[C:23]([CH3:28])([CH3:27])[CH:22]([N:29]([CH3:30])[C:37](=[O:39])[CH3:38])[C:21]4([CH3:32])[CH3:31])[CH2:12][CH2:11]2)=[N:2]1. (2) Reactant: [Si:1]([O:8][CH2:9][CH2:10][NH:11][C:12]1[CH:17]=[CH:16][C:15]([NH:18][C:19](=[O:35])[C:20]2[CH:25]=[CH:24][N:23]=[CH:22][C:21]=2[NH:26][C:27]([C:29]2[S:30][C:31]([Cl:34])=[CH:32][CH:33]=2)=[O:28])=[CH:14][CH:13]=1)([C:4]([CH3:7])([CH3:6])[CH3:5])([CH3:3])[CH3:2].[N:36]#[C:37]Br.C(=O)(O)[O-].[Na+]. Product: [Si:1]([O:8][CH2:9][CH2:10][N:11]([C:37]#[N:36])[C:12]1[CH:17]=[CH:16][C:15]([NH:18][C:19](=[O:35])[C:20]2[CH:25]=[CH:24][N:23]=[CH:22][C:21]=2[NH:26][C:27]([C:29]2[S:30][C:31]([Cl:34])=[CH:32][CH:33]=2)=[O:28])=[CH:14][CH:13]=1)([C:4]([CH3:7])([CH3:5])[CH3:6])([CH3:3])[CH3:2]. The catalyst class is: 27. (3) Reactant: [CH2:1]([O:8][C@@H:9]1[C@@H:13]2[O:14][CH2:15][C@@:10]1([CH2:27][O:28]S(C)(=O)=O)[O:11][C@H:12]2[N:16]1[CH:24]=[N:23][C:22]2[C:17]1=[N:18][C:19]([NH2:26])=[N:20][C:21]=2[Cl:25])[C:2]1[CH:7]=[CH:6][CH:5]=[CH:4][CH:3]=1.[C:33](O[Na])([C:35]1[CH:40]=[CH:39][CH:38]=[CH:37][CH:36]=1)=[O:34].CCOC(C)=O.C([O-])(O)=O.[Na+]. Product: [CH2:1]([O:8][C@@H:9]1[C@@H:13]2[O:14][CH2:15][C@@:10]1([CH2:27][O:28][C:33](=[O:34])[C:35]1[CH:40]=[CH:39][CH:38]=[CH:37][CH:36]=1)[O:11][C@H:12]2[N:16]1[CH:24]=[N:23][C:22]2[C:17]1=[N:18][C:19]([NH2:26])=[N:20][C:21]=2[Cl:25])[C:2]1[CH:7]=[CH:6][CH:5]=[CH:4][CH:3]=1. The catalyst class is: 550. (4) Reactant: C(=O)C.[CH3:4][C:5]1[N:9]([CH2:10][C:11]([N:13]2[CH2:18][CH2:17][CH:16]([C:19]3[S:20][CH:21]=[C:22]([C:24](=[N:26][O:27]CCCCC4C=CC=CC=4)[CH3:25])[N:23]=3)[CH2:15][CH2:14]2)=[O:12])[N:8]=[C:7]([C:38]([F:41])([F:40])[F:39])[CH:6]=1.Cl.NO. Product: [OH:27][N:26]=[C:24]([C:22]1[N:23]=[C:19]([CH:16]2[CH2:17][CH2:18][N:13]([C:11](=[O:12])[CH2:10][N:9]3[C:5]([CH3:4])=[CH:6][C:7]([C:38]([F:41])([F:40])[F:39])=[N:8]3)[CH2:14][CH2:15]2)[S:20][CH:21]=1)[CH3:25]. The catalyst class is: 5. (5) Reactant: [OH:1][CH2:2][C:3]1[S:11][C:10]2[CH:9]=[N:8][C:7]([N:12](CO)[C:13]3[CH:18]=[CH:17][C:16]([N:19]4[CH2:24][CH2:23][N:22]([CH3:25])[CH2:21][CH2:20]4)=[CH:15][C:14]=3[O:26][CH:27]([CH3:29])[CH3:28])=[N:6][C:5]=2[C:4]=1[C:32]1[CH:37]=[C:36]([F:38])[CH:35]=[CH:34][C:33]=1[O:39][CH3:40]. Product: [F:38][C:36]1[CH:35]=[CH:34][C:33]([O:39][CH3:40])=[C:32]([C:4]2[C:5]3[N:6]=[C:7]([NH:12][C:13]4[CH:18]=[CH:17][C:16]([N:19]5[CH2:20][CH2:21][N:22]([CH3:25])[CH2:23][CH2:24]5)=[CH:15][C:14]=4[O:26][CH:27]([CH3:29])[CH3:28])[N:8]=[CH:9][C:10]=3[S:11][C:3]=2[CH2:2][OH:1])[CH:37]=1. The catalyst class is: 464.